This data is from Full USPTO retrosynthesis dataset with 1.9M reactions from patents (1976-2016). The task is: Predict the reactants needed to synthesize the given product. (1) Given the product [CH2:15]([OH:16])[C@H:13]1[O:14][C@H:9]([O:8][C@H:6]2[O:7][C@H:2]([CH2:1][OH:23])[C@@H:3]([OH:22])[C@H:4]([OH:21])[C@H:5]2[OH:20])[C@H:10]([OH:19])[C@@H:11]([OH:18])[C@@H:12]1[OH:17].[OH2:7].[OH2:7], predict the reactants needed to synthesize it. The reactants are: [CH2:1]([OH:23])[C@H:2]1[O:7][C@H:6]([O:8][C@H:9]2[O:14][C@H:13]([CH2:15][OH:16])[C@@H:12]([OH:17])[C@H:11]([OH:18])[C@H:10]2[OH:19])[C@H:5]([OH:20])[C@@H:4]([OH:21])[C@@H:3]1[OH:22]. (2) Given the product [C:1]([O:5][C:6]([CH:8]1[NH:13][CH2:12][C:11]2[O:42][C:15]([C:17]([N:37]3[CH2:38][CH2:39][N:34]([S:31]([C:29]4[S:28][C:27]5[CH:40]=[C:23]([Cl:22])[CH:24]=[CH:25][C:26]=5[CH:30]=4)(=[O:33])=[O:32])[CH2:35][CH2:36]3)=[O:19])=[N:16][C:10]=2[CH2:9]1)=[O:7])([CH3:2])([CH3:3])[CH3:4], predict the reactants needed to synthesize it. The reactants are: [C:1]([O:5][C:6]([CH:8]1[NH:13][CH2:12][C:11]2S[C:15]([C:17]([O-:19])=O)=[N:16][C:10]=2[CH2:9]1)=[O:7])([CH3:4])([CH3:3])[CH3:2].[Li+].Cl.[Cl:22][C:23]1[CH:24]=[CH:25][C:26]2[CH:30]=[C:29]([S:31]([N:34]3[CH2:39][CH2:38][NH:37][CH2:36][CH2:35]3)(=[O:33])=[O:32])[S:28][C:27]=2[CH:40]=1.O.[OH:42]N1C2C=CC=CC=2N=N1.CN(C)CCCN=C=NCC. (3) Given the product [F:1][C:2]1[CH:27]=[C:26]([I:28])[CH:25]=[CH:24][C:3]=1[NH:4][C:5]1[C:6]([C:21]([NH2:23])=[O:22])=[CH:7][N:8]([CH2:12][CH2:13][OH:14])[C:9](=[O:11])[CH:10]=1, predict the reactants needed to synthesize it. The reactants are: [F:1][C:2]1[CH:27]=[C:26]([I:28])[CH:25]=[CH:24][C:3]=1[NH:4][C:5]1[C:6]([C:21]([NH2:23])=[O:22])=[CH:7][N:8]([CH2:12][CH2:13][O:14]C2CCCCO2)[C:9](=[O:11])[CH:10]=1.Cl. (4) The reactants are: [Cl:1][C:2]1[N:10]=[C:9]2[C:5]([N:6]=[CH:7][N:8]2[CH:11]2[CH2:16][CH2:15][CH2:14][CH2:13][O:12]2)=[C:4](Cl)[N:3]=1.[CH2:18]([NH2:25])[C:19]1[CH:24]=[CH:23][CH:22]=[CH:21][CH:20]=1.O. Given the product [CH2:18]([NH:25][C:4]1[N:3]=[C:2]([Cl:1])[N:10]=[C:9]2[C:5]=1[N:6]=[CH:7][N:8]2[CH:11]1[CH2:16][CH2:15][CH2:14][CH2:13][O:12]1)[C:19]1[CH:24]=[CH:23][CH:22]=[CH:21][CH:20]=1, predict the reactants needed to synthesize it. (5) Given the product [F:1][C:2]1[CH:10]=[CH:9][C:8]2[NH:7][C:6]3[C:11]([C:17]([NH2:18])=[O:20])=[CH:12][N:13]=[C:14]([NH:15][CH3:16])[C:5]=3[C:4]=2[CH:3]=1, predict the reactants needed to synthesize it. The reactants are: [F:1][C:2]1[CH:10]=[CH:9][C:8]2[NH:7][C:6]3[C:11]([C:17]#[N:18])=[CH:12][N:13]=[C:14]([NH:15][CH3:16])[C:5]=3[C:4]=2[CH:3]=1.C([O-])([O-])=[O:20].[K+].[K+].OO. (6) Given the product [Cl:1][C:2]1[C:3]([OH:12])=[C:4]([CH:8]=[C:9]([Cl:11])[CH:10]=1)[C:5]([NH:15][CH2:13][CH3:14])=[O:7], predict the reactants needed to synthesize it. The reactants are: [Cl:1][C:2]1[C:3]([OH:12])=[C:4]([CH:8]=[C:9]([Cl:11])[CH:10]=1)[C:5]([OH:7])=O.[CH2:13]([NH2:15])[CH3:14]. (7) Given the product [Br:1][C:2]1[CH:3]=[C:4]([NH:8][C:9]2[C:18]3[C:13](=[CH:14][N:15]=[C:16]([O:26][CH2:25][CH2:24][N:23]([CH3:27])[CH3:22])[CH:17]=3)[N:12]=[CH:11][C:10]=2[C:20]#[N:21])[CH:5]=[CH:6][CH:7]=1, predict the reactants needed to synthesize it. The reactants are: [Br:1][C:2]1[CH:3]=[C:4]([NH:8][C:9]2[C:18]3[C:13](=[CH:14][N:15]=[C:16](F)[CH:17]=3)[N:12]=[CH:11][C:10]=2[C:20]#[N:21])[CH:5]=[CH:6][CH:7]=1.[CH3:22][N:23]([CH3:27])[CH2:24][CH2:25][O-:26].[Na+]. (8) Given the product [CH:1]([C:3]1[CH:8]=[CH:7][C:6]([C:13]2[CH:18]=[CH:17][CH:16]=[CH:15][C:14]=2[C:19]2[CH:24]=[CH:23][CH:22]=[CH:21][N:20]=2)=[CH:5][CH:4]=1)=[CH2:2], predict the reactants needed to synthesize it. The reactants are: [CH:1]([C:3]1[CH:8]=[CH:7][C:6](B(O)O)=[CH:5][CH:4]=1)=[CH2:2].Cl[C:13]1[CH:18]=[CH:17][CH:16]=[CH:15][C:14]=1[C:19]1[CH:24]=[CH:23][CH:22]=[CH:21][N:20]=1.F[K].C(P)(C)(C)C.P(C(C)(C)C)(C(C)(C)C)C(C)(C)C.